From a dataset of Reaction yield outcomes from USPTO patents with 853,638 reactions. Predict the reaction yield, written as a fraction of the theoretical maximum amount of product (1.0 means a 100% yield; for example, 0.34 means a 34% yield). (1) The reactants are [CH2:1]1[C:10]2[C:5](=[CH:6][CH:7]=[CH:8][CH:9]=2)[CH2:4][CH2:3][NH:2]1.[F-].[K+].[N+](C1C=C(S(O[CH2:26][C@@H:27]2[CH2:29][O:28]2)(=O)=O)C=CC=1)([O-])=O. The catalyst is C1COCC1. The product is [O:28]1[CH2:29][C@H:27]1[CH2:26][N:2]1[CH2:3][CH2:4][C:5]2[C:10](=[CH:9][CH:8]=[CH:7][CH:6]=2)[CH2:1]1. The yield is 0.530. (2) The reactants are [NH2:1][N:2]1[CH:6]=[CH:5][C:4]([Br:7])=[C:3]1[C:8]([O:10][CH3:11])=[O:9].[C:12]([O:16][C:17]([NH:19][C@@H:20]([CH3:24])[C:21](O)=[O:22])=[O:18])([CH3:15])([CH3:14])[CH3:13]. No catalyst specified. The product is [Br:7][C:4]1[CH:5]=[CH:6][N:2]([NH:1][C:21](=[O:22])[C@@H:20]([NH:19][C:17]([O:16][C:12]([CH3:15])([CH3:14])[CH3:13])=[O:18])[CH3:24])[C:3]=1[C:8]([O:10][CH3:11])=[O:9]. The yield is 0.610. (3) The reactants are [C:9](O[C:9]([O:11][C:12]([CH3:15])([CH3:14])[CH3:13])=[O:10])([O:11][C:12]([CH3:15])([CH3:14])[CH3:13])=[O:10].[NH2:16][C:17]1[C:18]2[N:19]([C:32]([C:36]#[N:37])=[C:33]([Cl:35])[N:34]=2)[CH2:20][C@:21]([C:24]2[CH:29]=[C:28]([NH2:30])[CH:27]=[CH:26][C:25]=2[F:31])([CH3:23])[N:22]=1. The catalyst is C(Cl)Cl.C([O-])(O)=O.[Na+]. The product is [NH2:30][C:28]1[CH:27]=[CH:26][C:25]([F:31])=[C:24]([C@:21]2([CH3:23])[CH2:20][N:19]3[C:32]([C:36]#[N:37])=[C:33]([Cl:35])[N:34]=[C:18]3[C:17]([NH:16][C:9](=[O:10])[O:11][C:12]([CH3:13])([CH3:14])[CH3:15])=[N:22]2)[CH:29]=1. The yield is 0.910. (4) The reactants are [H-].[Na+].[NH:3]1[CH:7]=[N:6][CH:5]=[N:4]1.[C:8](Cl)([C:21]1[CH:26]=[CH:25][CH:24]=[CH:23][CH:22]=1)([C:15]1[CH:20]=[CH:19][CH:18]=[CH:17][CH:16]=1)[C:9]1[CH:14]=[CH:13][CH:12]=[CH:11][CH:10]=1.O. The catalyst is CCCCCC.CN(C=O)C. The product is [C:8]([N:3]1[CH:7]=[N:6][CH:5]=[N:4]1)([C:9]1[CH:14]=[CH:13][CH:12]=[CH:11][CH:10]=1)([C:21]1[CH:22]=[CH:23][CH:24]=[CH:25][CH:26]=1)[C:15]1[CH:16]=[CH:17][CH:18]=[CH:19][CH:20]=1. The yield is 0.470. (5) The reactants are [F:1][C:2]1[CH:7]=[CH:6][C:5]([CH2:8][CH2:9][N:10]2[CH2:15][CH2:14][CH:13]([CH2:16][CH3:17])[CH:12]([CH2:18][NH2:19])[CH2:11]2)=[CH:4][CH:3]=1.C1([O:26][C:27](=O)[NH:28][C:29]2[CH:34]=[C:33]([C:35]3[N:39]([CH3:40])[N:38]=[N:37][N:36]=3)[CH:32]=[C:31]([CH2:41][CH3:42])[CH:30]=2)C=CC=CC=1.C(N(CC)CC)C. The catalyst is CN(C)C=O. The product is [CH2:41]([C:31]1[CH:30]=[C:29]([NH:28][C:27]([NH:19][CH2:18][CH:12]2[CH:13]([CH2:16][CH3:17])[CH2:14][CH2:15][N:10]([CH2:9][CH2:8][C:5]3[CH:6]=[CH:7][C:2]([F:1])=[CH:3][CH:4]=3)[CH2:11]2)=[O:26])[CH:34]=[C:33]([C:35]2[N:39]([CH3:40])[N:38]=[N:37][N:36]=2)[CH:32]=1)[CH3:42]. The yield is 0.510. (6) The reactants are [CH:1]([C:3]1[CH:12]=[CH:11][C:6]([C:7]([O:9]C)=[O:8])=[CH:5][CH:4]=1)=O.[CH3:13][C:14]1([CH3:29])[CH2:23][CH2:22][C:21]([CH3:25])([CH3:24])[C:20]2[CH:19]=[C:18]([C:26](=[O:28])[CH3:27])[CH:17]=[CH:16][C:15]1=2.Cl. The catalyst is [OH-].[Na+].CO. The product is [O:28]=[C:26]([C:18]1[CH:17]=[CH:16][C:15]2[C:14]([CH3:29])([CH3:13])[CH2:23][CH2:22][C:21]([CH3:25])([CH3:24])[C:20]=2[CH:19]=1)[CH:27]=[CH:1][C:3]1[CH:12]=[CH:11][C:6]([C:7]([OH:9])=[O:8])=[CH:5][CH:4]=1. The yield is 0.600.